From a dataset of Forward reaction prediction with 1.9M reactions from USPTO patents (1976-2016). Predict the product of the given reaction. (1) Given the reactants [CH2:1]([C:3]([C:25]1[CH:30]=[CH:29][C:28](OS(C(F)(F)F)(=O)=O)=[C:27]([CH3:39])[CH:26]=1)([C:6]1[CH:11]=[CH:10][C:9](/[CH:12]=[CH:13]/[C:14]([OH:23])([C:19]([F:22])([F:21])[F:20])[C:15]([F:18])([F:17])[F:16])=[C:8]([CH3:24])[CH:7]=1)[CH2:4][CH3:5])[CH3:2].CCN(CC)CC.[CH3:47][O:48][C:49](=[O:55])[CH2:50][CH2:51][CH2:52][C:53]#[CH:54].C(OCC)(=O)C, predict the reaction product. The product is: [CH3:47][O:48][C:49](=[O:55])[CH2:50][CH2:51][CH2:52][C:53]#[C:54][C:28]1[CH:29]=[CH:30][C:25]([C:3]([CH2:1][CH3:2])([C:6]2[CH:11]=[CH:10][C:9](/[CH:12]=[CH:13]/[C:14]([OH:23])([C:15]([F:18])([F:16])[F:17])[C:19]([F:21])([F:22])[F:20])=[C:8]([CH3:24])[CH:7]=2)[CH2:4][CH3:5])=[CH:26][C:27]=1[CH3:39]. (2) Given the reactants Br[C:2]1[C:3]([NH:9][CH:10]2[CH2:14][CH2:13][CH2:12][CH2:11]2)=[N:4][C:5]([Cl:8])=[N:6][CH:7]=1.[CH2:15]([OH:18])[C:16]#[CH:17].O.O.O.[F-].C([N+](CCCC)(CCCC)CCCC)CCC, predict the reaction product. The product is: [Cl:8][C:5]1[N:4]=[C:3]([NH:9][CH:10]2[CH2:14][CH2:13][CH2:12][CH2:11]2)[C:2]([C:17]#[C:16][CH2:15][OH:18])=[CH:7][N:6]=1. (3) Given the reactants [F:1][C:2]1[C:3]([CH3:14])=[CH:4][C:5]2[C:9]([CH3:11])([CH3:10])[O:8][B:7]([OH:12])[C:6]=2[CH:13]=1.C(OOC(=O)C1C=CC=CC=1)(=[O:22])C1C=CC=CC=1.C1C(=O)N(Br)C(=O)C1.C([O-])([O-])=O.[Na+].[Na+].Cl, predict the reaction product. The product is: [F:1][C:2]1[C:3]([CH:14]=[O:22])=[CH:4][C:5]2[C:9]([CH3:10])([CH3:11])[O:8][B:7]([OH:12])[C:6]=2[CH:13]=1. (4) Given the reactants ClC1C=CC(OCC(C)C)=C(CC2OC=C(C3NC4C=CC(CC=O)=CC=4N=3)N=2)C=1.[Cl:31][C:32]1[CH:33]=[CH:34][C:35]([O:55][CH2:56][CH:57]([CH3:59])[CH3:58])=[C:36]([CH2:38][C:39]2[O:40][CH:41]=[C:42]([C:44]3[NH:48][C:47]4[CH:49]=[CH:50][C:51]([CH2:53][OH:54])=[CH:52][C:46]=4[N:45]=3)[N:43]=2)[CH:37]=1, predict the reaction product. The product is: [Cl:31][C:32]1[CH:33]=[CH:34][C:35]([O:55][CH2:56][CH:57]([CH3:59])[CH3:58])=[C:36]([CH2:38][C:39]2[O:40][CH:41]=[C:42]([C:44]3[NH:48][C:47]4[CH:49]=[CH:50][C:51]([CH:53]=[O:54])=[CH:52][C:46]=4[N:45]=3)[N:43]=2)[CH:37]=1. (5) Given the reactants [CH2:1]([N:4]1[CH2:13][CH2:12][C:11]2[C:6](=[CH:7][CH:8]=[C:9](Br)[CH:10]=2)[C:5]1=[O:15])[CH:2]=[CH2:3].[F:16]C1C=C2C(=CC=1)C(=O)NCC2, predict the reaction product. The product is: [CH2:1]([N:4]1[CH2:13][CH2:12][C:11]2[C:6](=[CH:7][CH:8]=[C:9]([F:16])[CH:10]=2)[C:5]1=[O:15])[CH:2]=[CH2:3]. (6) Given the reactants C(C(C(OC(C(OC(=C(F)F)F)(F)F)(C(F)(F)F)F)(F)F)(F)F)(F)(F)F.[C:27]([C:31]([C:34]([O:37][C:38]([C:44]([O:47][C:48]([C:51]([O:53]C)=[O:52])([F:50])[F:49])([F:46])[F:45])([C:40]([F:43])([F:42])[F:41])[F:39])([F:36])[F:35])([F:33])[F:32])([F:30])([F:29])[F:28].[NH3:55].C(OC=C)=C, predict the reaction product. The product is: [C:34]([O:37][C:38]([C:44]([O:47][C:48]([C:51]([O-:53])=[O:52])([F:49])[F:50])([F:46])[F:45])([C:40]([F:41])([F:42])[F:43])[F:39])([C:31]([C:27]([F:30])([F:29])[F:28])([F:33])[F:32])([F:36])[F:35].[NH4+:55]. (7) Given the reactants [CH3:1][O:2][C:3]1[CH:8]=[CH:7][C:6]([OH:9])=[CH:5][CH:4]=1.Br[C:11](C)(C)[C:12]([O:14][CH2:15][CH3:16])=[O:13].C([O-])([O-])=O.[K+].[K+], predict the reaction product. The product is: [CH3:1][O:2][C:3]1[CH:8]=[CH:7][C:6]([O:9][CH2:11][C:12]([O:14][CH2:15][CH3:16])=[O:13])=[CH:5][CH:4]=1.